From a dataset of Full USPTO retrosynthesis dataset with 1.9M reactions from patents (1976-2016). Predict the reactants needed to synthesize the given product. Given the product [Cl:1][C:2]1[CH:7]=[CH:6][C:5]([CH:11]([C:12]2[CH:17]=[CH:16][CH:15]=[CH:14][CH:13]=2)[NH2:18])=[C:4]([CH3:10])[CH:3]=1, predict the reactants needed to synthesize it. The reactants are: [Cl:1][C:2]1[CH:7]=[CH:6][C:5]([Mg]Br)=[C:4]([CH3:10])[CH:3]=1.[C:11](#[N:18])[C:12]1[CH:17]=[CH:16][CH:15]=[CH:14][CH:13]=1.